Dataset: Reaction yield outcomes from USPTO patents with 853,638 reactions. Task: Predict the reaction yield, written as a fraction of the theoretical maximum amount of product (1.0 means a 100% yield; for example, 0.34 means a 34% yield). (1) The reactants are O[C:2]1[C:11]2[C:6](=[C:7]([S:15][CH3:16])[CH:8]=[C:9]([N+:12]([O-:14])=[O:13])[CH:10]=2)[N:5]=[CH:4][C:3]=1[C:17]#[N:18].O=P(Cl)(Cl)[Cl:21]. No catalyst specified. The product is [Cl:21][C:2]1[C:11]2[C:6](=[C:7]([S:15][CH3:16])[CH:8]=[C:9]([N+:12]([O-:14])=[O:13])[CH:10]=2)[N:5]=[CH:4][C:3]=1[C:17]#[N:18]. The yield is 0.900. (2) The reactants are F[C:2]1[CH:3]=[C:4]([C:9]2[CH:10]=[C:11]([CH2:20][O:21][S:22]([CH3:25])(=[O:24])=[O:23])[C:12](=[O:19])[N:13]([CH2:15][CH:16]([CH3:18])[CH3:17])[N:14]=2)[CH:5]=[CH:6][C:7]=1[CH3:8].[C:26]1([C:26]2[CH:31]=[CH:30]C=[CH:28][CH:27]=2)[CH:31]=[CH:30]C(C2C=C(CO)C(=O)N(CC(C)C)N=2)=[CH:28][CH:27]=1. The yield is 0.793. No catalyst specified. The product is [C:7]1([C:8]2[CH:30]=[CH:31][CH:26]=[CH:27][CH:28]=2)[CH:6]=[CH:5][C:4]([C:9]2[CH:10]=[C:11]([CH2:20][O:21][S:22]([CH3:25])(=[O:24])=[O:23])[C:12](=[O:19])[N:13]([CH2:15][CH:16]([CH3:18])[CH3:17])[N:14]=2)=[CH:3][CH:2]=1. (3) The reactants are [NH2:1][C:2]1[CH:3]=[C:4]([C:9]2[CH:10]=[CH:11][C:12]3[O:18][CH2:17][CH2:16][N:15]([C:19]([O:21][C:22]([CH3:25])([CH3:24])[CH3:23])=[O:20])[CH2:14][C:13]=3[CH:26]=2)[CH:5]=[N:6][C:7]=1[NH2:8].[CH2:27]([O:34][C:35]([NH:37][C:38](=NC(OCC1C=CC=CC=1)=O)SC)=[O:36])[C:28]1[CH:33]=[CH:32][CH:31]=[CH:30][CH:29]=1. The catalyst is C(O)(=O)C. The product is [C:28]1([CH2:27][O:34][C:35]([NH:37][C:38]2[NH:1][C:2]3[C:7]([N:8]=2)=[N:6][CH:5]=[C:4]([C:9]2[CH:10]=[CH:11][C:12]4[O:18][CH2:17][CH2:16][N:15]([C:19]([O:21][C:22]([CH3:23])([CH3:25])[CH3:24])=[O:20])[CH2:14][C:13]=4[CH:26]=2)[CH:3]=3)=[O:36])[CH:33]=[CH:32][CH:31]=[CH:30][CH:29]=1. The yield is 0.910. (4) The reactants are Cl[C:2]1[N:7]=[C:6]([O:8][CH3:9])[CH:5]=[CH:4][N:3]=1.[Cl:10][C:11]1[CH:16]=[CH:15][C:14](B(O)O)=[CH:13][CH:12]=1.C(=O)([O-])[O-].[Na+].[Na+]. The catalyst is C1(C)C=CC=CC=1.C1C=CC([P]([Pd]([P](C2C=CC=CC=2)(C2C=CC=CC=2)C2C=CC=CC=2)([P](C2C=CC=CC=2)(C2C=CC=CC=2)C2C=CC=CC=2)[P](C2C=CC=CC=2)(C2C=CC=CC=2)C2C=CC=CC=2)(C2C=CC=CC=2)C2C=CC=CC=2)=CC=1. The product is [Cl:10][C:11]1[CH:16]=[CH:15][C:14]([C:2]2[N:7]=[C:6]([O:8][CH3:9])[CH:5]=[CH:4][N:3]=2)=[CH:13][CH:12]=1. The yield is 0.207.